Task: Predict the reaction yield, written as a fraction of the theoretical maximum amount of product (1.0 means a 100% yield; for example, 0.34 means a 34% yield).. Dataset: Reaction yield outcomes from USPTO patents with 853,638 reactions (1) The reactants are [C:1]([C:5]1[CH:9]=[C:8]([NH:10][C:11]([NH:13][C@@H:14]2[C:23]3[C:18](=[CH:19][CH:20]=[CH:21][CH:22]=3)[C@H:17]([O:24][C:25]3[CH:26]=[CH:27][C:28]4[N:29]([C:31]([N:34]5[CH2:39][CH2:38][CH2:37][CH2:36][C@@H:35]5[CH3:40])=[N:32][N:33]=4)[CH:30]=3)[CH2:16][CH2:15]2)=[O:12])[N:7]([C:41]2[CH:42]=[C:43]([CH:50]=[CH:51][CH:52]=2)[CH2:44][O:45]S(C)(=O)=O)[N:6]=1)([CH3:4])([CH3:3])[CH3:2].CCN(C(C)C)C(C)C.Cl.[F:63][CH:64]1[CH2:69][CH2:68][NH:67][CH2:66][CH2:65]1.C1C[O:73]CC1. No catalyst specified. The product is [CH:44]([OH:45])=[O:73].[C:1]([C:5]1[CH:9]=[C:8]([NH:10][C:11]([NH:13][C@@H:14]2[C:23]3[C:18](=[CH:19][CH:20]=[CH:21][CH:22]=3)[C@H:17]([O:24][C:25]3[CH:26]=[CH:27][C:28]4[N:29]([C:31]([N:34]5[CH2:39][CH2:38][CH2:37][CH2:36][C@@H:35]5[CH3:40])=[N:32][N:33]=4)[CH:30]=3)[CH2:16][CH2:15]2)=[O:12])[N:7]([C:41]2[CH:52]=[CH:51][CH:50]=[C:43]([CH2:44][N:67]3[CH2:68][CH2:69][CH:64]([F:63])[CH2:65][CH2:66]3)[CH:42]=2)[N:6]=1)([CH3:4])([CH3:3])[CH3:2]. The yield is 0.160. (2) The yield is 0.850. No catalyst specified. The product is [CH2:1]([O:3][C:4](=[O:22])[CH2:5][N:6]([CH2:7][CH2:8][NH:9][S:10]([C:13]1[S:14][C:15]2[CH:21]=[CH:20][CH:19]=[CH:18][C:16]=2[N:17]=1)(=[O:12])=[O:11])[C:47](=[O:48])[CH2:46][N:41]1[CH:40]=[N:39][C:38]2[C:42]1=[N:43][CH:44]=[N:45][C:37]=2[NH:36][C:34]([O:33][CH2:23][C:24]1[CH:32]=[CH:31][C:30]2[O:29][CH2:28][O:27][C:26]=2[CH:25]=1)=[O:35])[CH3:2]. The reactants are [CH2:1]([O:3][C:4](=[O:22])[CH2:5][NH:6][CH2:7][CH2:8][NH:9][S:10]([C:13]1[S:14][C:15]2[CH:21]=[CH:20][CH:19]=[CH:18][C:16]=2[N:17]=1)(=[O:12])=[O:11])[CH3:2].[CH2:23]([O:33][C:34]([NH:36][C:37]1[N:45]=[CH:44][N:43]=[C:42]2[C:38]=1[N:39]=[CH:40][N:41]2[CH2:46][C:47](O)=[O:48])=[O:35])[C:24]1[CH:32]=[CH:31][C:30]2[O:29][CH2:28][O:27][C:26]=2[CH:25]=1. (3) The reactants are C([C@@H]1NC2C(=CC=CC=2)NC1=O)C1C=CC=CC=1.[O:19]=[C:20]([NH:34][C:35]1[CH:40]=[CH:39][CH:38]=[CH:37][CH:36]=1)[CH2:21][CH2:22][CH2:23][CH2:24][CH2:25][NH:26]C(=O)OC(C)(C)C. No catalyst specified. The product is [NH2:26][CH2:25][CH2:24][CH2:23][CH2:22][CH2:21][C:20]([NH:34][C:35]1[CH:40]=[CH:39][CH:38]=[CH:37][CH:36]=1)=[O:19]. The yield is 0.690. (4) The reactants are [CH3:1][C:2]12[C:12](=[O:13])[CH2:11][CH2:10][CH2:9][C:8]1=[CH:7][C:5](=[O:6])[CH2:4][CH2:3]2.[CH3:14][C:15]1(CC)OCC[O:16]1.C(O)CO. The catalyst is O.C1(C)C=CC(S(O)(=O)=O)=CC=1. The product is [CH2:14]1[CH2:15][O:16][C:12]2([CH2:11][CH2:10][CH2:9][C:8]3[C:2]2([CH3:1])[CH2:3][CH2:4][C:5](=[O:6])[CH:7]=3)[O:13]1. The yield is 0.940.